From a dataset of Reaction yield outcomes from USPTO patents with 853,638 reactions. Predict the reaction yield, written as a fraction of the theoretical maximum amount of product (1.0 means a 100% yield; for example, 0.34 means a 34% yield). (1) The reactants are [Cl:1][C:2]1[C:9]([Cl:10])=[CH:8][CH:7]=[CH:6][C:3]=1[CH:4]=O.[NH:11]1[CH2:15][CH2:14][CH2:13][CH2:12]1.[OH-].[Na+]. The catalyst is C(Cl)Cl. The product is [Cl:1][C:2]1[C:9]([Cl:10])=[CH:8][CH:7]=[CH:6][C:3]=1[CH2:4][N:11]1[CH2:15][CH2:14][CH2:13][CH2:12]1. The yield is 0.900. (2) The reactants are O[CH:2]1[CH2:5][N:4]([C:6]([O:8][C:9]([CH3:12])([CH3:11])[CH3:10])=[O:7])[CH2:3]1.N1C=CN=C1.C1(P(C2C=CC=CC=2)C2C=CC=CC=2)C=CC=CC=1.[I:37]I.C([O-])(O)=O.[Na+]. The catalyst is C1(C)C=CC=CC=1. The product is [I:37][CH:2]1[CH2:5][N:4]([C:6]([O:8][C:9]([CH3:12])([CH3:11])[CH3:10])=[O:7])[CH2:3]1. The yield is 0.930. (3) The product is [N+:10]([C:4]1[CH:3]=[C:2]([C:23]2[N:19]([CH:14]3[CH2:15][CH2:16][CH2:17][CH2:18][O:13]3)[N:20]=[CH:21][CH:22]=2)[CH:9]=[CH:8][C:5]=1[C:6]#[N:7])([O-:12])=[O:11]. The yield is 0.720. The reactants are Cl[C:2]1[CH:9]=[CH:8][C:5]([C:6]#[N:7])=[C:4]([N+:10]([O-:12])=[O:11])[CH:3]=1.[O:13]1[CH2:18][CH2:17][CH2:16][CH2:15][CH:14]1[N:19]1[C:23](B2OC(C)(C)C(C)(C)O2)=[CH:22][CH:21]=[N:20]1.C(=O)([O-])[O-].[Na+].[Na+].O. The catalyst is CN(C=O)C.C1C=CC(P(C2C=CC=CC=2)C2C=CC=CC=2)=CC=1.C1C=CC(P(C2C=CC=CC=2)C2C=CC=CC=2)=CC=1.Cl[Pd]Cl. (4) The reactants are [CH3:1][C:2]1[CH:3]=[C:4]([OH:17])[CH:5]=[CH:6][C:7]=1B1OC(C)(C)C(C)(C)O1.[CH2:18]([O:20][C:21]([C:23]1[C:27]2[CH:28]=[CH:29][C:30](Br)=[CH:31][C:26]=2[O:25][N:24]=1)=[O:22])[CH3:19].N#N.[O-]P([O-])([O-])=O.[K+].[K+].[K+]. The catalyst is O1CCOCC1.C1C=CC(/C=C/C(/C=C/C2C=CC=CC=2)=O)=CC=1.C1C=CC(/C=C/C(/C=C/C2C=CC=CC=2)=O)=CC=1.C1C=CC(/C=C/C(/C=C/C2C=CC=CC=2)=O)=CC=1.[Pd].[Pd].C1(P(C2CCCCC2)C2CCCCC2)CCCCC1. The product is [CH2:18]([O:20][C:21]([C:23]1[C:27]2[CH:28]=[CH:29][C:30]([C:7]3[CH:6]=[CH:5][C:4]([OH:17])=[CH:3][C:2]=3[CH3:1])=[CH:31][C:26]=2[O:25][N:24]=1)=[O:22])[CH3:19]. The yield is 0.930.